Task: Regression. Given a peptide amino acid sequence and an MHC pseudo amino acid sequence, predict their binding affinity value. This is MHC class II binding data.. Dataset: Peptide-MHC class II binding affinity with 134,281 pairs from IEDB (1) The peptide sequence is DTFRKDFRVYDNFLR. The MHC is DRB1_1501 with pseudo-sequence DRB1_1501. The binding affinity (normalized) is 0.630. (2) The peptide sequence is AAAGLAAAAPLESRQ. The MHC is DRB1_0404 with pseudo-sequence DRB1_0404. The binding affinity (normalized) is 0.850. (3) The peptide sequence is EPFPKRVWEQIFSTW. The MHC is DRB1_1101 with pseudo-sequence DRB1_1101. The binding affinity (normalized) is 0.382.